Task: Predict the product of the given reaction.. Dataset: Forward reaction prediction with 1.9M reactions from USPTO patents (1976-2016) Given the reactants Cl[C:2]1[N:7]=[CH:6][N:5]=[C:4]2[NH:8][N:9]=[CH:10][C:3]=12.[NH2:11][C:12]1[CH:13]=[C:14]([NH:19][C:20](=[O:31])[C:21]2[CH:26]=[CH:25][CH:24]=[C:23]([C:27]([F:30])([F:29])[F:28])[CH:22]=2)[CH:15]=[CH:16][C:17]=1[CH3:18], predict the reaction product. The product is: [CH3:18][C:17]1[CH:16]=[CH:15][C:14]([NH:19][C:20](=[O:31])[C:21]2[CH:26]=[CH:25][CH:24]=[C:23]([C:27]([F:28])([F:29])[F:30])[CH:22]=2)=[CH:13][C:12]=1[NH:11][C:2]1[N:7]=[CH:6][N:5]=[C:4]2[NH:8][N:9]=[CH:10][C:3]=12.